Dataset: Full USPTO retrosynthesis dataset with 1.9M reactions from patents (1976-2016). Task: Predict the reactants needed to synthesize the given product. (1) Given the product [CH3:21][C:15]([O:13][C:11]1[CH:10]=[CH:9][CH:8]=[C:7]2[C:12]=1[N:3]=[CH:4][CH:5]=[CH:6]2)([CH3:22])[C:16]([O:18][CH2:19][CH3:20])=[O:17], predict the reactants needed to synthesize it. The reactants are: [H-].[Na+].[N:3]1[C:12]2[C:7](=[CH:8][CH:9]=[CH:10][C:11]=2[OH:13])[CH:6]=[CH:5][CH:4]=1.Br[C:15]([CH3:22])([CH3:21])[C:16]([O:18][CH2:19][CH3:20])=[O:17]. (2) The reactants are: [Cl:1][C:2]1[CH:7]=[C:6]([F:8])[CH:5]=[CH:4][C:3]=1[NH:9][C:10]([C:12]1[N:13]=[N:14][N:15]([CH2:23][C:24]2[CH:29]=[C:28]([C:30]([F:33])([F:32])[F:31])[CH:27]=[C:26]([C:34]([F:37])([F:36])[F:35])[CH:25]=2)[C:16]=1[C:17]1[CH:22]=[CH:21][CH:20]=[CH:19][CH:18]=1)=[O:11].[CH3:38]I. Given the product [Cl:1][C:2]1[CH:7]=[C:6]([F:8])[CH:5]=[CH:4][C:3]=1[N:9]([CH3:38])[C:10]([C:12]1[N:13]=[N:14][N:15]([CH2:23][C:24]2[CH:25]=[C:26]([C:34]([F:37])([F:35])[F:36])[CH:27]=[C:28]([C:30]([F:33])([F:32])[F:31])[CH:29]=2)[C:16]=1[C:17]1[CH:18]=[CH:19][CH:20]=[CH:21][CH:22]=1)=[O:11], predict the reactants needed to synthesize it.